This data is from Catalyst prediction with 721,799 reactions and 888 catalyst types from USPTO. The task is: Predict which catalyst facilitates the given reaction. (1) Reactant: [H-].[Na+].[CH3:3][O:4][C:5]1[CH:10]=[CH:9][C:8]([OH:11])=[CH:7][CH:6]=1.F[C:13]1[CH:18]=[CH:17][C:16]([N+:19]([O-:21])=[O:20])=[CH:15][CH:14]=1. Product: [CH3:3][O:4][C:5]1[CH:10]=[CH:9][C:8]([O:11][C:13]2[CH:18]=[CH:17][C:16]([N+:19]([O-:21])=[O:20])=[CH:15][CH:14]=2)=[CH:7][CH:6]=1. The catalyst class is: 3. (2) Product: [Si:1]([O:8][CH2:9][C:10]([CH3:41])([OH:40])[CH2:11][O:12][C:13]1[CH:18]=[C:17]([Cl:19])[C:16]([C:20]2[N:24]=[C:23]([C:25]3[N:26]=[C:27]4[C:32]([Cl:33])=[CH:31][C:30]([C:34]([F:37])([F:36])[F:35])=[CH:29][N:28]4[CH:38]=3)[O:22][N:21]=2)=[CH:15][C:14]=1[Cl:39])([C:4]([CH3:6])([CH3:7])[CH3:5])([CH3:2])[CH3:3]. Reactant: [Si:1]([O:8][CH2:9][C:10](=[O:40])[CH2:11][O:12][C:13]1[CH:18]=[C:17]([Cl:19])[C:16]([C:20]2[N:24]=[C:23]([C:25]3[N:26]=[C:27]4[C:32]([Cl:33])=[CH:31][C:30]([C:34]([F:37])([F:36])[F:35])=[CH:29][N:28]4[CH:38]=3)[O:22][N:21]=2)=[CH:15][C:14]=1[Cl:39])([C:4]([CH3:7])([CH3:6])[CH3:5])([CH3:3])[CH3:2].[CH3:41][Mg+].[Br-]. The catalyst class is: 168. (3) Reactant: [F:1][C:2]1[CH:11]=[CH:10][C:9]([N+:12]([O-])=O)=[C:8]2[C:3]=1[CH:4]=[CH:5][CH:6]=[N:7]2.[Sn](Cl)Cl. Product: [F:1][C:2]1[CH:11]=[CH:10][C:9]([NH2:12])=[C:8]2[C:3]=1[CH:4]=[CH:5][CH:6]=[N:7]2. The catalyst class is: 33. (4) Reactant: [F:1][C:2]1[CH:34]=[CH:33][C:5]([CH2:6][NH:7][C:8]([C:10]2[C:15]([OH:16])=[C:14]([OH:17])[N:13]=[C:12]([C:18]3([CH3:32])[N:23]([CH3:24])[CH2:22][CH2:21][N:20](C(OC(C)(C)C)=O)[CH2:19]3)[N:11]=2)=[O:9])=[CH:4][CH:3]=1. Product: [CH3:24][N:23]1[CH2:22][CH2:21][NH:20][CH2:19][C:18]1([C:12]1[N:11]=[C:10]([C:8]([NH:7][CH2:6][C:5]2[CH:33]=[CH:34][C:2]([F:1])=[CH:3][CH:4]=2)=[O:9])[C:15]([OH:16])=[C:14]([OH:17])[N:13]=1)[CH3:32]. The catalyst class is: 157.